From a dataset of Reaction yield outcomes from USPTO patents with 853,638 reactions. Predict the reaction yield, written as a fraction of the theoretical maximum amount of product (1.0 means a 100% yield; for example, 0.34 means a 34% yield). The reactants are [CH:1]1([NH2:5])[CH2:4][CH2:3][CH2:2]1.[CH2:6]1[CH2:12][S:9](=[O:11])(=[O:10])[O:8][CH2:7]1.C1COCC1. The catalyst is C(#N)C. The product is [CH:1]1([NH:5][CH2:7][CH2:6][CH2:12][S:9]([OH:11])(=[O:10])=[O:8])[CH2:4][CH2:3][CH2:2]1. The yield is 0.600.